From a dataset of NCI-60 drug combinations with 297,098 pairs across 59 cell lines. Regression. Given two drug SMILES strings and cell line genomic features, predict the synergy score measuring deviation from expected non-interaction effect. (1) Drug 1: CC=C1C(=O)NC(C(=O)OC2CC(=O)NC(C(=O)NC(CSSCCC=C2)C(=O)N1)C(C)C)C(C)C. Drug 2: CS(=O)(=O)OCCCCOS(=O)(=O)C. Cell line: DU-145. Synergy scores: CSS=49.2, Synergy_ZIP=-0.550, Synergy_Bliss=-0.309, Synergy_Loewe=-34.5, Synergy_HSA=1.60. (2) Drug 1: CC(C1=C(C=CC(=C1Cl)F)Cl)OC2=C(N=CC(=C2)C3=CN(N=C3)C4CCNCC4)N. Drug 2: CC12CCC3C(C1CCC2O)C(CC4=C3C=CC(=C4)O)CCCCCCCCCS(=O)CCCC(C(F)(F)F)(F)F. Cell line: 786-0. Synergy scores: CSS=6.89, Synergy_ZIP=0.331, Synergy_Bliss=8.99, Synergy_Loewe=6.69, Synergy_HSA=7.73. (3) Drug 1: CCCS(=O)(=O)NC1=C(C(=C(C=C1)F)C(=O)C2=CNC3=C2C=C(C=N3)C4=CC=C(C=C4)Cl)F. Drug 2: CN1C2=C(C=C(C=C2)N(CCCl)CCCl)N=C1CCCC(=O)O.Cl. Cell line: HCT116. Synergy scores: CSS=-1.93, Synergy_ZIP=2.77, Synergy_Bliss=2.99, Synergy_Loewe=-0.268, Synergy_HSA=-0.762. (4) Synergy scores: CSS=62.2, Synergy_ZIP=1.37, Synergy_Bliss=2.81, Synergy_Loewe=4.07, Synergy_HSA=7.73. Drug 1: C1CN1C2=NC(=NC(=N2)N3CC3)N4CC4. Drug 2: C1CCC(C(C1)N)N.C(=O)(C(=O)[O-])[O-].[Pt+4]. Cell line: DU-145. (5) Drug 1: C1=CC(=CC=C1C#N)C(C2=CC=C(C=C2)C#N)N3C=NC=N3. Drug 2: CC(C)NC(=O)C1=CC=C(C=C1)CNNC.Cl. Cell line: HS 578T. Synergy scores: CSS=1.49, Synergy_ZIP=-0.496, Synergy_Bliss=-0.483, Synergy_Loewe=1.08, Synergy_HSA=-0.747. (6) Drug 1: CC(CN1CC(=O)NC(=O)C1)N2CC(=O)NC(=O)C2. Drug 2: CC1OCC2C(O1)C(C(C(O2)OC3C4COC(=O)C4C(C5=CC6=C(C=C35)OCO6)C7=CC(=C(C(=C7)OC)O)OC)O)O. Cell line: SF-295. Synergy scores: CSS=65.4, Synergy_ZIP=2.92, Synergy_Bliss=3.86, Synergy_Loewe=5.85, Synergy_HSA=9.03. (7) Drug 1: C1=NC2=C(N=C(N=C2N1C3C(C(C(O3)CO)O)O)F)N. Drug 2: CC1=C(C(=CC=C1)Cl)NC(=O)C2=CN=C(S2)NC3=CC(=NC(=N3)C)N4CCN(CC4)CCO. Cell line: NCIH23. Synergy scores: CSS=19.4, Synergy_ZIP=-2.89, Synergy_Bliss=2.82, Synergy_Loewe=-2.62, Synergy_HSA=-0.352.